From a dataset of Forward reaction prediction with 1.9M reactions from USPTO patents (1976-2016). Predict the product of the given reaction. (1) Given the reactants [CH3:1][CH:2]([NH:13][C:14]1[CH:19]=[CH:18][C:17]([C:20]2[N:21]=[CH:22][N:23]([CH2:25][C:26]([O:28][C:29]([CH3:32])([CH3:31])[CH3:30])=[O:27])[CH:24]=2)=[CH:16][CH:15]=1)[CH2:3][C:4]([NH:6][C:7]([O:9][CH:10]([CH3:12])[CH3:11])=[O:8])=O.[BH4-].[Na+].[Cl-].[Mg+2].[Cl-].C(O)(=O)CC(CC(O)=O)(C(O)=O)O.Cl, predict the reaction product. The product is: [CH3:1][C@H:2]1[CH2:3][C@@H:4]([NH:6][C:7]([O:9][CH:10]([CH3:12])[CH3:11])=[O:8])[C:19]2[C:14](=[CH:15][CH:16]=[C:17]([C:20]3[N:21]=[CH:22][N:23]([CH2:25][C:26]([O:28][C:29]([CH3:32])([CH3:31])[CH3:30])=[O:27])[CH:24]=3)[CH:18]=2)[NH:13]1. (2) Given the reactants [NH:1]1[C:9]2[C:4](=[CH:5][CH:6]=[C:7]([C:10]([O:12][CH3:13])=[O:11])[CH:8]=2)[CH:3]=[CH:2]1.Br[CH2:15][CH2:16][CH2:17][O:18][CH3:19].[I-].[K+].C(OCC)(=O)C, predict the reaction product. The product is: [CH3:19][O:18][CH2:17][CH2:16][CH2:15][N:1]1[C:9]2[C:4](=[CH:5][CH:6]=[C:7]([C:10]([O:12][CH3:13])=[O:11])[CH:8]=2)[CH:3]=[CH:2]1.